This data is from Full USPTO retrosynthesis dataset with 1.9M reactions from patents (1976-2016). The task is: Predict the reactants needed to synthesize the given product. (1) The reactants are: [OH-].[Na+].[Cl:3][C:4]1[C:9]2[O:10][CH:11]([CH3:13])[O:12][C:8]=2[CH:7]=[C:6]([C:14]([C@H:16]2[CH2:18][C@@H:17]2[C:19]([O:21]C)=[O:20])=[O:15])[CH:5]=1.Cl. Given the product [Cl:3][C:4]1[C:9]2[O:10][CH:11]([CH3:13])[O:12][C:8]=2[CH:7]=[C:6]([C:14]([C@H:16]2[CH2:18][C@@H:17]2[C:19]([OH:21])=[O:20])=[O:15])[CH:5]=1, predict the reactants needed to synthesize it. (2) The reactants are: [CH2:1]([SH:4])[CH2:2][CH3:3].[CH:5]12[CH2:14][CH:9]3[CH2:10][CH:11]([CH2:13][CH:7]([CH2:8]3)[CH:6]1[NH:15][C:16]([C:18]1[C:19](Cl)=[N:20][C:21]([Cl:24])=[CH:22][CH:23]=1)=[O:17])[CH2:12]2.C(=O)([O-])[O-].[Na+].[Na+]. Given the product [CH:5]12[CH2:12][CH:11]3[CH2:10][CH:9]([CH2:8][CH:7]([CH2:13]3)[CH:6]1[NH:15][C:16]([C:18]1[C:19]([S:4][CH2:1][CH2:2][CH3:3])=[N:20][C:21]([Cl:24])=[CH:22][CH:23]=1)=[O:17])[CH2:14]2, predict the reactants needed to synthesize it. (3) Given the product [NH2:15][C@@H:16]([CH2:21][C:22]1[CH:27]=[CH:26][C:25]([O:28][C:29]([NH:30][CH:31]([CH3:33])[CH3:32])=[O:34])=[CH:24][CH:23]=1)[C:17]([O:19][CH3:20])=[O:18], predict the reactants needed to synthesize it. The reactants are: FC(F)(F)C(O)=O.C(OC([NH:15][C@@H:16]([CH2:21][C:22]1[CH:27]=[CH:26][C:25]([O:28][C:29](=[O:34])[NH:30][CH:31]([CH3:33])[CH3:32])=[CH:24][CH:23]=1)[C:17]([O:19][CH3:20])=[O:18])=O)(C)(C)C. (4) Given the product [C:9]([C:13]1[CH:14]=[C:15]([CH:16]=[CH:17][CH:18]=1)[O:6][CH2:5][C:1]1([CH2:7][O:8][C:21]2[CH:26]=[CH:25][C:24]([CH:27]([C:33]#[C:34][CH3:35])[CH2:28][C:29]([OH:31])=[O:30])=[CH:23][CH:22]=2)[CH2:4][CH2:3][CH2:2]1)([CH3:12])([CH3:11])[CH3:10], predict the reactants needed to synthesize it. The reactants are: [C:1]1([CH2:7][OH:8])([CH2:5][OH:6])[CH2:4][CH2:3][CH2:2]1.[C:9]([C:13]1[CH:14]=[C:15](O)[CH:16]=[CH:17][CH:18]=1)([CH3:12])([CH3:11])[CH3:10].O[C:21]1[CH:26]=[CH:25][C:24]([CH:27]([C:33]#[C:34][CH3:35])[CH2:28][C:29]([O:31]C)=[O:30])=[CH:23][CH:22]=1. (5) Given the product [F:11][C:12]1[CH:13]=[C:14]2[C:18](=[CH:19][CH:20]=1)[C:17]1[NH:9][C:4]3[CH:5]=[C:6]([CH3:8])[CH:7]=[C:2]([CH3:1])[C:3]=3[C:16]=1[CH2:15]2, predict the reactants needed to synthesize it. The reactants are: [CH3:1][C:2]1[CH:3]=[C:4]([NH:9]N)[CH:5]=[C:6]([CH3:8])[CH:7]=1.[F:11][C:12]1[CH:13]=[C:14]2[C:18](=[CH:19][CH:20]=1)[C:17](=O)[CH2:16][CH2:15]2. (6) Given the product [CH:3]([C:6]1[CH:7]=[CH:8][C:9]([C:12]2[N:16]([CH2:17][CH2:18][O:19][CH3:20])[C:15]3[C:21]([O:32][CH3:33])=[CH:22][CH:23]=[C:24]([C:25]4[CH:30]=[CH:29][CH:28]=[C:27]([O:31][CH2:17][CH2:18][O:19][CH3:20])[CH:26]=4)[C:14]=3[N:13]=2)=[CH:10][CH:11]=1)([CH3:5])[CH3:4], predict the reactants needed to synthesize it. The reactants are: [H-].[Na+].[CH:3]([C:6]1[CH:11]=[CH:10][C:9]([C:12]2[N:16]([CH2:17][CH2:18][O:19][CH3:20])[C:15]3[C:21]([O:32][CH3:33])=[CH:22][CH:23]=[C:24]([C:25]4[CH:26]=[C:27]([OH:31])[CH:28]=[CH:29][CH:30]=4)[C:14]=3[N:13]=2)=[CH:8][CH:7]=1)([CH3:5])[CH3:4]. (7) Given the product [CH3:16][CH2:15][CH:14]([O:1][C:2]1[CH:3]=[C:4]([CH:10]=[CH:11][CH:12]=1)[C:5]([O:7][CH2:8][CH3:9])=[O:6])[CH2:17][CH3:18], predict the reactants needed to synthesize it. The reactants are: [OH:1][C:2]1[CH:3]=[C:4]([CH:10]=[CH:11][CH:12]=1)[C:5]([O:7][CH2:8][CH3:9])=[O:6].Br[CH:14]([CH2:17][CH3:18])[CH2:15][CH3:16].